This data is from Catalyst prediction with 721,799 reactions and 888 catalyst types from USPTO. The task is: Predict which catalyst facilitates the given reaction. (1) Reactant: [C:1]([O:5][C:6]([N:8]1[CH2:13][CH2:12][C:11](=[O:14])[CH:10]([CH3:15])[CH2:9]1)=[O:7])([CH3:4])([CH3:3])[CH3:2].C[Si]([N-][Si](C)(C)C)(C)C.[K+].ClC1C=CC(N([S:34]([C:37]([F:40])([F:39])[F:38])(=[O:36])=[O:35])[S:34]([C:37]([F:40])([F:39])[F:38])(=[O:36])=[O:35])=NC=1.[NH4+].[Cl-]. Product: [C:1]([O:5][C:6]([N:8]1[CH2:13][CH:12]=[C:11]([O:14][S:34]([C:37]([F:40])([F:39])[F:38])(=[O:36])=[O:35])[CH:10]([CH3:15])[CH2:9]1)=[O:7])([CH3:4])([CH3:2])[CH3:3]. The catalyst class is: 1. (2) Reactant: Br[C:2]1[CH:3]=[N:4][CH:5]=[CH:6][C:7]=1[Cl:8].C([Mg]Cl)(C)C.[C:14]1(=[O:18])[CH2:17][CH2:16][CH2:15]1. Product: [Cl:8][C:7]1[CH:6]=[CH:5][N:4]=[CH:3][C:2]=1[C:14]1([OH:18])[CH2:17][CH2:16][CH2:15]1. The catalyst class is: 1.